Predict which catalyst facilitates the given reaction. From a dataset of Catalyst prediction with 721,799 reactions and 888 catalyst types from USPTO. (1) Reactant: [F:1][C:2]([F:15])([F:14])[C:3]1[CH:4]=[C:5]2[C:10](=[CH:11][CH:12]=1)[NH:9][CH2:8][CH2:7][CH:6]2[OH:13].[C:16](O)(=O)[CH3:17].[C:20](O[BH-](OC(=O)C)OC(=O)C)(=O)C.[Na+]. Product: [CH2:20]([N:9]1[C:10]2[C:5](=[CH:4][C:3]([C:2]([F:1])([F:14])[F:15])=[CH:12][CH:11]=2)[CH:6]([OH:13])[CH2:7][CH2:8]1)[CH2:16][CH3:17]. The catalyst class is: 2. (2) Reactant: [C:1]([O:7][CH2:8][CH3:9])(=[O:6])[CH2:2][C:3]([O-:5])=O.[K+].[Mg+2].[Cl-].[Cl-].C(N(CC)CC)C.[F:21][C:22]1[CH:30]=[CH:29][C:28]([C:31]([F:34])([F:33])[F:32])=[CH:27][C:23]=1C(Cl)=O.Cl. Product: [F:21][C:22]1[CH:23]=[CH:27][C:28]([C:31]([F:32])([F:33])[F:34])=[CH:29][C:30]=1[C:3](=[O:5])[CH2:2][C:1]([O:7][CH2:8][CH3:9])=[O:6]. The catalyst class is: 13. (3) Reactant: [C:1]1([CH:7]([C:9]2[CH:14]=[CH:13][CH:12]=[CH:11][CH:10]=2)[NH2:8])[CH:6]=[CH:5][CH:4]=[CH:3][CH:2]=1.[Cl:15][CH2:16][CH:17]1[CH2:19][O:18]1. Product: [ClH:15].[CH:7]([N:8]1[CH2:19][CH:17]([OH:18])[CH2:16]1)([C:1]1[CH:2]=[CH:3][CH:4]=[CH:5][CH:6]=1)[C:9]1[CH:10]=[CH:11][CH:12]=[CH:13][CH:14]=1. The catalyst class is: 5. (4) Reactant: O[CH2:2][C:3]1[CH:12]=[N:11][C:10]2[N:9]3[CH2:13][CH2:14][CH2:15][C@H:8]3[C:7](=[O:16])[NH:6][C:5]=2[CH:4]=1.Cl.[CH2:18]([NH:20][C:21](=[O:35])[C:22]1[CH:27]=[CH:26][C:25]([N:28]2[CH2:33][CH2:32][NH:31][CH2:30][CH2:29]2)=[C:24]([CH3:34])[CH:23]=1)[CH3:19].[I-].C(C[P+](C)(C)C)#N.C(N(CC)C(C)C)(C)C. Product: [CH2:18]([NH:20][C:21](=[O:35])[C:22]1[CH:27]=[CH:26][C:25]([N:28]2[CH2:29][CH2:30][N:31]([CH2:2][C:3]3[CH:12]=[N:11][C:10]4[N:9]5[CH2:13][CH2:14][CH2:15][C@H:8]5[C:7](=[O:16])[NH:6][C:5]=4[CH:4]=3)[CH2:32][CH2:33]2)=[C:24]([CH3:34])[CH:23]=1)[CH3:19]. The catalyst class is: 397. (5) Reactant: [I:1][C:2]1[CH:3]=[C:4]([NH2:28])[C:5]([NH:8][CH2:9][C:10]2[CH:15]=[CH:14][C:13]([O:16][CH2:17][C:18]3[CH:23]=[CH:22][C:21]([O:24][CH3:25])=[CH:20][CH:19]=3)=[C:12]([O:26][CH3:27])[CH:11]=2)=[N:6][CH:7]=1.C(N(CC)CC)C.[C:36]([N:41]=[C:42]=[S:43])(=[O:40])[O:37][CH2:38][CH3:39]. Product: [I:1][C:2]1[CH:3]=[C:4]([NH:28][C:42]([NH:41][C:36](=[O:40])[O:37][CH2:38][CH3:39])=[S:43])[C:5]([NH:8][CH2:9][C:10]2[CH:15]=[CH:14][C:13]([O:16][CH2:17][C:18]3[CH:23]=[CH:22][C:21]([O:24][CH3:25])=[CH:20][CH:19]=3)=[C:12]([O:26][CH3:27])[CH:11]=2)=[N:6][CH:7]=1. The catalyst class is: 7. (6) Reactant: [I:1][C:2]1[CH:10]=[CH:9][C:5]([C:6]([OH:8])=[O:7])=[CH:4][CH:3]=1.[CH3:11]COCC.[N+](=C)=[N-]. Product: [CH3:11][O:7][C:6](=[O:8])[C:5]1[CH:9]=[CH:10][C:2]([I:1])=[CH:3][CH:4]=1. The catalyst class is: 7. (7) Reactant: [Cl:1][C:2]1[C:7]([C:8]#[N:9])=[CH:6][N:5]=[C:4]2[NH:10][CH:11]=[CH:12][C:3]=12.C(N(CC)CC)C.[C:20]1([S:26](Cl)(=[O:28])=[O:27])[CH:25]=[CH:24][CH:23]=[CH:22][CH:21]=1. Product: [Cl:1][C:2]1[C:7]([C:8]#[N:9])=[CH:6][N:5]=[C:4]2[N:10]([S:26]([C:20]3[CH:25]=[CH:24][CH:23]=[CH:22][CH:21]=3)(=[O:28])=[O:27])[CH:11]=[CH:12][C:3]=12. The catalyst class is: 7.